From a dataset of Full USPTO retrosynthesis dataset with 1.9M reactions from patents (1976-2016). Predict the reactants needed to synthesize the given product. (1) Given the product [Cl:15][C:12]1[CH:13]=[CH:14][C:9]([NH:8][C:4]2[N:3]=[C:2]([C:24]3[CH:25]=[CH:26][C:21]([F:20])=[CH:22][C:23]=3[O:30][CH3:31])[N:7]=[CH:6][N:5]=2)=[CH:10][C:11]=1[CH2:16][S:17]([CH3:19])=[O:18], predict the reactants needed to synthesize it. The reactants are: Cl[C:2]1[N:7]=[CH:6][N:5]=[C:4]([NH:8][C:9]2[CH:14]=[CH:13][C:12]([Cl:15])=[C:11]([CH2:16][S:17]([CH3:19])=[O:18])[CH:10]=2)[N:3]=1.[F:20][C:21]1[CH:26]=[CH:25][C:24](B(O)O)=[C:23]([O:30][CH3:31])[CH:22]=1. (2) Given the product [Cl:1][C:2]1[CH:7]=[C:6]([F:8])[CH:5]=[CH:4][C:3]=1[S:9][C@H:10]1[CH2:14][NH:13][C@H:12]([C:22]([NH:23][C:24]2([C:27]#[N:28])[CH2:26][CH2:25]2)=[O:29])[CH2:11]1, predict the reactants needed to synthesize it. The reactants are: [Cl:1][C:2]1[CH:7]=[C:6]([F:8])[CH:5]=[CH:4][C:3]=1[S:9][C@H:10]1[CH2:14][N:13](C(OC(C)(C)C)=O)[C@H:12]([C:22](=[O:29])[NH:23][C:24]2([C:27]#[N:28])[CH2:26][CH2:25]2)[CH2:11]1. (3) Given the product [Cl:33][C:28]1[CH:29]=[N:30][N:31]([CH3:32])[C:27]=1[CH2:26][N:1]1[C:9]2[C:4](=[CH:5][CH:6]=[CH:7][CH:8]=2)[C:3]([C:10]2[N:15]=[C:14]([NH:16][C:17]3[CH:22]=[CH:21][N:20]=[CH:19][CH:18]=3)[C:13]([O:23][CH3:24])=[CH:12][N:11]=2)=[N:2]1, predict the reactants needed to synthesize it. The reactants are: [NH:1]1[C:9]2[C:4](=[CH:5][CH:6]=[CH:7][CH:8]=2)[C:3]([C:10]2[N:15]=[C:14]([NH:16][C:17]3[CH:22]=[CH:21][N:20]=[CH:19][CH:18]=3)[C:13]([O:23][CH3:24])=[CH:12][N:11]=2)=[N:2]1.Br[CH2:26][C:27]1[N:31]([CH3:32])[N:30]=[CH:29][C:28]=1[Cl:33].N12CCCN=C1CCCCC2.O.C(OCC)(=O)C.